From a dataset of Catalyst prediction with 721,799 reactions and 888 catalyst types from USPTO. Predict which catalyst facilitates the given reaction. (1) The catalyst class is: 20. Product: [F:23][C:2]([F:1])([F:22])[CH2:3][C:4]1[N:5]([CH2:14][O:15][CH2:16][CH2:17][Si:18]([CH3:20])([CH3:19])[CH3:21])[CH:6]=[C:7]([C:9]([OH:11])=[O:10])[N:8]=1. Reactant: [F:1][C:2]([F:23])([F:22])[CH2:3][C:4]1[N:5]([CH2:14][O:15][CH2:16][CH2:17][Si:18]([CH3:21])([CH3:20])[CH3:19])[CH:6]=[C:7]([C:9]([O:11]CC)=[O:10])[N:8]=1.[OH-].[Na+]. (2) Reactant: [C:1]1([C@H:7]2[C@@H:11]([C:12]3[CH:17]=[CH:16][CH:15]=[CH:14][CH:13]=3)[NH:10][C:9](=[S:18])[NH:8]2)[CH:6]=[CH:5][CH:4]=[CH:3][CH:2]=1.[Br:19][C:20]1[CH:27]=[CH:26][CH:25]=[CH:24][C:21]=1[CH2:22][Cl:23]. Product: [ClH:23].[Br:19][C:20]1[CH:27]=[CH:26][CH:25]=[CH:24][C:21]=1[CH2:22][S:18][C:9]1[NH:8][C@H:7]([C:1]2[CH:2]=[CH:3][CH:4]=[CH:5][CH:6]=2)[C@H:11]([C:12]2[CH:13]=[CH:14][CH:15]=[CH:16][CH:17]=2)[N:10]=1. The catalyst class is: 14. (3) Reactant: [CH2:1]([N:4](C)[CH2:5][C@H:6]([N:8]1[CH:17]=[CH:16][C:15]2[C:10](=[CH:11][CH:12]=[C:13]([CH3:33])[C:14]=2[NH:18][C:19](=[O:32])[CH2:20][C:21]2[CH:26]=[CH:25][C:24]([C:27]([F:30])([F:29])[F:28])=[C:23]([F:31])[CH:22]=2)[C:9]1=[O:34])[CH3:7])C=C.C(Cl)Cl.CN1C(=O)CC(=O)N(C)C1=O. Product: [F:31][C:23]1[CH:22]=[C:21]([CH2:20][C:19]([NH:18][C:14]2[C:13]([CH3:33])=[CH:12][CH:11]=[C:10]3[C:15]=2[CH:16]=[CH:17][N:8]([C@H:6]([CH3:7])[CH2:5][NH:4][CH3:1])[C:9]3=[O:34])=[O:32])[CH:26]=[CH:25][C:24]=1[C:27]([F:30])([F:28])[F:29]. The catalyst class is: 73. (4) Reactant: [C:1]([C:5]1[C:6](=[O:25])[N:7]([CH2:17][C:18]([O:20]C(C)(C)C)=[O:19])[C:8]2[C:13]([N:14]=1)=[CH:12][CH:11]=[C:10]([O:15][CH3:16])[CH:9]=2)([CH3:4])([CH3:3])[CH3:2]. Product: [C:1]([C:5]1[C:6](=[O:25])[N:7]([CH2:17][C:18]([OH:20])=[O:19])[C:8]2[C:13]([N:14]=1)=[CH:12][CH:11]=[C:10]([O:15][CH3:16])[CH:9]=2)([CH3:4])([CH3:2])[CH3:3]. The catalyst class is: 106. (5) Reactant: [C:1]([C:4]1[CH:5]=[C:6]([CH:9]=[CH:10][CH:11]=1)[CH:7]=O)([OH:3])=[O:2].C([O-])([O-])=O.[K+].[K+].[CH3:18][O:19][C:20]([CH2:22]P(OC)(OC)=O)=[O:21]. Product: [CH3:18][O:19][C:20](=[O:21])/[CH:22]=[CH:7]/[C:6]1[CH:5]=[C:4]([CH:11]=[CH:10][CH:9]=1)[C:1]([OH:3])=[O:2]. The catalyst class is: 6. (6) Reactant: [CH2:1]([C:8]1[C:16]2[C:11](=[CH:12][CH:13]=[CH:14][CH:15]=2)[NH:10][C:9]=1[C:17]([NH:19][NH2:20])=[O:18])[C:2]1[CH:7]=[CH:6][CH:5]=[CH:4][CH:3]=1.[Cl:21][C:22]1[CH:29]=[CH:28][C:25]([CH:26]=O)=[CH:24][CH:23]=1. Product: [CH2:1]([C:8]1[C:16]2[C:11](=[CH:12][CH:13]=[CH:14][CH:15]=2)[NH:10][C:9]=1[C:17]([NH:19][N:20]=[CH:26][C:25]1[CH:28]=[CH:29][C:22]([Cl:21])=[CH:23][CH:24]=1)=[O:18])[C:2]1[CH:3]=[CH:4][CH:5]=[CH:6][CH:7]=1. The catalyst class is: 8. (7) Reactant: [Cl:1][C:2]1[C:6]([C:7](O)=[O:8])=[C:5]([C:10]2[CH:15]=[CH:14][CH:13]=[CH:12][CH:11]=2)[S:4][N:3]=1. Product: [Cl:1][C:2]1[C:6]([CH2:7][OH:8])=[C:5]([C:10]2[CH:11]=[CH:12][CH:13]=[CH:14][CH:15]=2)[S:4][N:3]=1. The catalyst class is: 159. (8) Reactant: [C:1]([O:5][C:6]([N:8]([CH2:19][CH2:20][C:21]1[CH:26]=[CH:25][CH:24]=[C:23]([Cl:27])[CH:22]=1)[CH2:9][CH2:10][CH2:11][O:12][CH2:13][C:14](OCC)=[O:15])=[O:7])([CH3:4])([CH3:3])[CH3:2].[BH4-].[Li+]. Product: [Cl:27][C:23]1[CH:22]=[C:21]([CH2:20][CH2:19][N:8]([CH2:9][CH2:10][CH2:11][O:12][CH2:13][CH2:14][OH:15])[C:6](=[O:7])[O:5][C:1]([CH3:2])([CH3:3])[CH3:4])[CH:26]=[CH:25][CH:24]=1. The catalyst class is: 1. (9) Reactant: [Br:1][C:2]1[CH:19]=[CH:18][C:5]2[NH:6][C:7](=O)[CH2:8][N:9]=[C:10]([C:11]3[CH:16]=[CH:15][CH:14]=[CH:13][N:12]=3)[C:4]=2[CH:3]=1.CC(C)([O-])C.[K+].P(Cl)(OCC)(OCC)=O.[N+:35]([CH2:37][C:38]([O:40][CH2:41][CH3:42])=[O:39])#[C-:36]. Product: [CH2:41]([O:40][C:38]([C:37]1[N:35]=[CH:36][N:6]2[C:5]3[CH:18]=[CH:19][C:2]([Br:1])=[CH:3][C:4]=3[C:10]([C:11]3[CH:16]=[CH:15][CH:14]=[CH:13][N:12]=3)=[N:9][CH2:8][C:7]=12)=[O:39])[CH3:42]. The catalyst class is: 1. (10) The catalyst class is: 673. Reactant: [C:1]([O-:10])(=[O:9])[CH2:2][CH2:3][CH2:4][CH2:5][CH2:6][CH2:7][CH3:8].[Cu+2:11].[C:12]([O-:21])(=[O:20])[CH2:13][CH2:14][CH2:15][CH2:16][CH2:17][CH2:18][CH3:19]. Product: [Cu:11].[C:1]([O-:10])(=[O:9])[CH2:2][CH2:3][CH2:4][CH2:5][CH2:6][CH2:7][CH3:8].[Cu+2:11].[C:12]([O-:21])(=[O:20])[CH2:13][CH2:14][CH2:15][CH2:16][CH2:17][CH2:18][CH3:19].